This data is from Reaction yield outcomes from USPTO patents with 853,638 reactions. The task is: Predict the reaction yield, written as a fraction of the theoretical maximum amount of product (1.0 means a 100% yield; for example, 0.34 means a 34% yield). (1) The reactants are [Cl:1][C:2]1[CH:7]=[CH:6][N:5]=[C:4]2[CH:8]=[C:9]([C:11]([OH:13])=O)[S:10][C:3]=12.S(Cl)(Cl)=O.[NH3:18].O1CCOCC1. The catalyst is CN(C=O)C.C(Cl)Cl. The product is [Cl:1][C:2]1[CH:7]=[CH:6][N:5]=[C:4]2[CH:8]=[C:9]([C:11]([NH2:18])=[O:13])[S:10][C:3]=12. The yield is 0.470. (2) The reactants are [F:1][B-:2]([F:5])([F:4])[F:3].[H+].CCOCC.[NH2:12][CH2:13][CH2:14][C:15]1[CH:21]=[CH:20][C:18]([NH2:19])=[CH:17][CH:16]=1.CC#[N:24]. No catalyst specified. The product is [F:1][B-:2]([F:5])([F:4])[F:3].[NH3+:12][CH2:13][CH2:14][C:15]1[CH:21]=[CH:20][C:18]([N+:19]#[N:24])=[CH:17][CH:16]=1.[F:1][B-:2]([F:5])([F:4])[F:3]. The yield is 0.990. (3) The reactants are [CH2:1]([O:8][C:9](=[O:21])[N:10]([CH2:12][C@H:13]1[CH2:18][CH2:17][C@H:16]([CH2:19][OH:20])[CH2:15][CH2:14]1)[CH3:11])[C:2]1[CH:7]=[CH:6][CH:5]=[CH:4][CH:3]=1.CS(C)=O.C(N(CC)CC)C. The catalyst is ClCCl. The product is [CH2:1]([O:8][C:9](=[O:21])[N:10]([CH2:12][C@H:13]1[CH2:14][CH2:15][C@H:16]([CH:19]=[O:20])[CH2:17][CH2:18]1)[CH3:11])[C:2]1[CH:7]=[CH:6][CH:5]=[CH:4][CH:3]=1. The yield is 0.976. (4) The reactants are [Br:1][C:2]1[CH:3]=[C:4]([CH:10]=[CH:11][C:12]=1[O:13][CH3:14])[C:5]([O:7]CC)=O.[Cl:15][C:16]1[N:21]=[C:20]([CH3:22])[CH:19]=[CH:18][CH:17]=1. No catalyst specified. The product is [Br:1][C:2]1[CH:3]=[C:4]([C:5](=[O:7])[CH2:22][C:20]2[CH:19]=[CH:18][CH:17]=[C:16]([Cl:15])[N:21]=2)[CH:10]=[CH:11][C:12]=1[O:13][CH3:14]. The yield is 0.880. (5) The yield is 0.670. The reactants are C(N=C=NCCCN(C)C)C.[C:12]([O:16][C:17]([NH:19][C@@H:20]1[CH2:25][CH2:24][C@H:23]([C:26]([OH:28])=O)[CH2:22][CH2:21]1)=[O:18])([CH3:15])([CH3:14])[CH3:13].OC1[C:38]2N=N[NH:35][C:34]=2[CH:33]=CC=1.C(N)(C)C. The catalyst is CN(C=O)C. The product is [C:12]([O:16][C:17](=[O:18])[NH:19][C@H:20]1[CH2:21][CH2:22][C@@H:23]([C:26](=[O:28])[NH:35][CH:34]([CH3:38])[CH3:33])[CH2:24][CH2:25]1)([CH3:13])([CH3:14])[CH3:15]. (6) The reactants are P(Cl)(Cl)(Cl)=O.[F:6][C:7]1[CH:12]=[CH:11][C:10]([C:13]2[CH:25]=[C:16]3[CH:17]=[CH:18][C:19]([C:21]([F:24])([F:23])[F:22])=[CH:20][N:15]3[N:14]=2)=[CH:9][CH:8]=1.CN(C)[CH:28]=[O:29]. No catalyst specified. The product is [F:6][C:7]1[CH:8]=[CH:9][C:10]([C:13]2[C:25]([CH:28]=[O:29])=[C:16]3[CH:17]=[CH:18][C:19]([C:21]([F:23])([F:22])[F:24])=[CH:20][N:15]3[N:14]=2)=[CH:11][CH:12]=1. The yield is 0.940. (7) The reactants are COC1C=CC(C[NH:8][CH:9]2[CH2:18][CH2:17][C:12]3([O:16][CH2:15][CH2:14][O:13]3)[CH2:11][C:10]2([CH3:20])[CH3:19])=CC=1. The catalyst is CO.[OH-].[OH-].[Pd+2]. The product is [CH3:19][C:10]1([CH3:20])[CH:9]([NH2:8])[CH2:18][CH2:17][C:12]2([O:13][CH2:14][CH2:15][O:16]2)[CH2:11]1. The yield is 0.720. (8) The reactants are [F:1][C:2]1[CH:7]=[C:6]([C:8]([F:11])([F:10])[F:9])[CH:5]=[CH:4][C:3]=1[CH:12]1[CH2:17][C:16](=[O:18])[NH:15][C:14]([CH3:19])=[C:13]1[C:20](O)=[O:21].C(Cl)(=O)C(Cl)=O.CN(C=O)C.[Cl:34][C:35]1[C:43]2[C:38](=[CH:39][C:40]([F:45])=[C:41]([NH2:44])[CH:42]=2)[NH:37][N:36]=1. The catalyst is C(Cl)Cl.N1C=CC=CC=1.CCOC(C)=O.Cl. The product is [Cl:34][C:35]1[C:43]2[C:38](=[CH:39][C:40]([F:45])=[C:41]([NH:44][C:20]([C:13]3[CH:12]([C:3]4[CH:4]=[CH:5][C:6]([C:8]([F:10])([F:11])[F:9])=[CH:7][C:2]=4[F:1])[CH2:17][C:16](=[O:18])[NH:15][C:14]=3[CH3:19])=[O:21])[CH:42]=2)[NH:37][N:36]=1. The yield is 0.0800.